Dataset: Catalyst prediction with 721,799 reactions and 888 catalyst types from USPTO. Task: Predict which catalyst facilitates the given reaction. (1) The catalyst class is: 3. Product: [Cl:30][C:25]1[CH:26]=[CH:27][CH:28]=[CH:29][C:24]=1[CH2:22][C:4]1[CH:3]=[C:2]([CH3:1])[CH:7]=[CH:6][C:5]=1[N:8]([S:9]([C:12]1[CH:17]=[CH:16][C:15]([O:18][CH3:19])=[C:14]([O:20][CH3:21])[CH:13]=1)(=[O:10])=[O:11])[CH2:34][C:35]([NH2:37])=[O:36]. Reactant: [CH3:1][C:2]1[CH:7]=[CH:6][C:5]([NH:8][S:9]([C:12]2[CH:17]=[CH:16][C:15]([O:18][CH3:19])=[C:14]([O:20][CH3:21])[CH:13]=2)(=[O:11])=[O:10])=[C:4]([CH:22]([C:24]2[CH:29]=[CH:28][CH:27]=[CH:26][C:25]=2[Cl:30])O)[CH:3]=1.[H-].[Na+].Br[CH2:34][C:35]([NH2:37])=[O:36].O. (2) Reactant: [CH3:1][O:2][C:3](=[O:29])[C:4]1[CH:9]=[CH:8][CH:7]=[C:6]([S:10][C:11]2[C:19]3[C:14](=[CH:15][C:16](Br)=[CH:17][CH:18]=3)[N:13]([CH2:21][C:22]3[CH:27]=[CH:26][CH:25]=[CH:24][CH:23]=3)[C:12]=2[CH3:28])[CH:5]=1.[C:30]1(B(O)O)[CH:35]=[CH:34][CH:33]=[CH:32][CH:31]=1.C([O-])(O)=O.[Na+]. Product: [CH3:1][O:2][C:3](=[O:29])[C:4]1[CH:9]=[CH:8][CH:7]=[C:6]([S:10][C:11]2[C:19]3[C:14](=[CH:15][C:16]([C:30]4[CH:35]=[CH:34][CH:33]=[CH:32][CH:31]=4)=[CH:17][CH:18]=3)[N:13]([CH2:21][C:22]3[CH:27]=[CH:26][CH:25]=[CH:24][CH:23]=3)[C:12]=2[CH3:28])[CH:5]=1. The catalyst class is: 600. (3) Product: [F:1][C:2]1[CH:16]=[CH:15][C:5]([O:6][C:7]([CH3:14])([CH3:13])[C:8]([OH:10])=[O:9])=[C:4]([CH3:17])[CH:3]=1. Reactant: [F:1][C:2]1[CH:16]=[CH:15][C:5]([O:6][C:7]([CH3:14])([CH3:13])[C:8]([O:10]CC)=[O:9])=[C:4]([CH3:17])[CH:3]=1.[OH-].[Na+]. The catalyst class is: 193.